The task is: Binary Classification. Given a miRNA mature sequence and a target amino acid sequence, predict their likelihood of interaction.. This data is from Experimentally validated miRNA-target interactions with 360,000+ pairs, plus equal number of negative samples. (1) The miRNA is hsa-miR-662 with sequence UCCCACGUUGUGGCCCAGCAG. The protein sequence of the target gene is MGPAGSVLSSGQMQMQMVLWGSLAAVAMFFLITFLVLLCSTCDREKKPRQHSGDHENLMNVPSDKDMFSHSATSLTTDALASSEQNGVLTNGDILSEDSTLTCMQHYEEVQTSASDLLDSQDSTGKAKCHQSRELPRIPPENAVDEILTARAADTELGPGVEGPYEVLKDSSSQENMVEDCLYETVKEIKEVADKGQGGKSKSTSALKELQGAPMEGKADFAEYASVDRNKKCRHSANAESILGTCSDLDEESPPPVPVKLLDENANLPQEGGGQAEEQAAEGTGGHSKRFSSLSYKSRE.... Result: 0 (no interaction). (2) The miRNA is hsa-let-7f-1-3p with sequence CUAUACAAUCUAUUGCCUUCCC. The protein sequence of the target gene is MSVRTLPLLFLNLGGEMLYVLDQRLRAQNIPGDKARKVLNDIISTMFNRKFMDELFKPQELYSKKALRTVYDRLAHASIMRLNQASMDKLYDLMTMAFKYQVLLCPRPKDVLLVTFNHLDAIKGFVQDSPTVIHQVDETFRQLSEVYGKLSEGEFQLIRQTLLNFFQDLHIRVSTFLKDKVQNSNGRFVLPVSGPVPWGTEVPGVIRVFSVKGKEVKKMKFRHGGDYVAAQKEGSFELYGDRVLKLGTNMYSASRPVETHMSATSKNAASRAQENIVPNPLAKEELNFLARLMGGMEIKK.... Result: 0 (no interaction). (3) The miRNA is hsa-miR-4464 with sequence AAGGUUUGGAUAGAUGCAAUA. The protein sequence of the target gene is MTPALREATAKGISFSSLPSTMESDKMLYMESPRTVDEKLKGDTFSQMLGFPTPEPTLNTNFVNLKHFGSPQSSKHYQTVFLMRSNSTLNKHNENYKQKKLGEPSCNKLKNILYNGSNIQLSKICLSHSEEFIKKEPLSDTTSQCMKDVQIILDSNITKDTNVDKVQLQNCKWYQENALLDKVTDAEIKKGLLHCTQKKIVPGHSNVPVSSSAAEKEEEVHARLLHCVSKQKILLSQARRTQKHLQMLLAKHVVKHYGQQMKLSMKHQLPKMKTFHEPTTILGNSLPKCTEIKPEVNTLT.... Result: 1 (interaction). (4) The miRNA is hsa-miR-603 with sequence CACACACUGCAAUUACUUUUGC. The protein sequence of the target gene is MADGVDHIDIYADVGEEFNQEAEYGGHDQIDLYDDVISPSANNGDAPEDRDYMDTLPPTVGDDVGKGAAPNVVYTYTGKRIALYIGNLTWWTTDEDLTEAVHSLGVNDILEIKFFENRANGQSKGFALVGVGSEASSKKLMDLLPKRELHGQNPVVTPCNKQFLSQFEMQSRKTTQSGQMSGEGKAGPPGGSSRAAFPQGGRGRGRFPGAVPGGDRFPGPAGPGGPPPPFPAGQTPPRPPLGPPGPPGPPGPPPPGQVLPPPLAGPPNRGDRPPPPVLFPGQPFGQPPLGPLPPGPPPPV.... Result: 1 (interaction). (5) The protein sequence of the target gene is MNIRGAPDLGQPSDDPNSGGERERIRQRMKMVIGQLEGILRELKEVAKELREVVSQIDKLTSDFDFELEPDDWTTATVSSTSSSDKAGVGGPFDLGHLDFMTADILSDSWEFCSFLDVSTPSDSVDGPEAPRPGTGPDYQLMNGGLPIPNGPRVETPDSSSEEAFSAGPAKGQVPQRTPGTRERVRFSDKVLYHALCCDDEEGDGEEGEEEEEGDLAPELPRVEPHTGPLKPSPAPYKTKRSPLTTRRLGPTLAPEQTRRVTRNSSTQTVSDKSTQTVLPYTATKQKAKGKN. The miRNA is mmu-miR-3094-5p with sequence UGUUGGGGACAUUUUUAAAGC. Result: 0 (no interaction). (6) The miRNA is hsa-miR-545-3p with sequence UCAGCAAACAUUUAUUGUGUGC. The protein sequence of the target gene is MYHSSSQKRHWTFASEEQLARLRADANRKFKCKAVANGKVLPNDPVFLEPHEELTLCKYYEKRLLEFCSVFKPAMPRSVVGTACMYFKRFYLNNSVMEYHPRIIMLTCAFLACKVDEFNVSSPQFVGNLRESPLGQERALEQILEYELLLIQQLNFHLIVHNPYRPFEGFLIDIKTRYPMLENPEILRKTADDFLSRIALTDAYLLYTPSQIALTAILSSASRAGITMESYLSESLMLKENRTCLSQLLDIMKSMRNLVKKYEPPRSDEVAVLKQKLERCHSSDLALNAVTKKRKGYEDD.... Result: 0 (no interaction). (7) The miRNA is cel-miR-245-3p with sequence AUUGGUCCCCUCCAAGUAGCUC. The protein sequence of the target gene is MESRVADAGTGETARAAGGSPAVGCTTRGPVVSAPLGAARWKLLRQVLKQKHLDDCLRHVSVRRFESFNLFSVTEGKERETEEEVGAWVQYTSIFCPEYSISLRHNSGSLNVEDVLTSFDNTGNVCIWPSEEVLAYYCLKHNNIFRALAVCELGGGMTCLAGLMVAISADVKEVLLTDGNEKAIRNVQDIITRNQKAGVFKTQKISSCVLRWDNETDVSQLEGHFDIVMCADCLFLDQYRASLVDAIKRLLQPRGKAMVFAPRRGNTLNQFCNLAEKAGFCIQRHENYDEHISNFHSKLK.... Result: 0 (no interaction).